This data is from CYP3A4 inhibition data for predicting drug metabolism from PubChem BioAssay. The task is: Regression/Classification. Given a drug SMILES string, predict its absorption, distribution, metabolism, or excretion properties. Task type varies by dataset: regression for continuous measurements (e.g., permeability, clearance, half-life) or binary classification for categorical outcomes (e.g., BBB penetration, CYP inhibition). Dataset: cyp3a4_veith. (1) The drug is Cc1cccc(NC(=O)CC2Nc3cccc4cccc(c34)NC2=O)c1. The result is 1 (inhibitor). (2) The molecule is CCCCC1(CCCC)C(=O)NC(=Nc2cccc(C)c2)NC1=O. The result is 1 (inhibitor). (3) The compound is CCc1cc2c(=O)[nH]cnc2s1. The result is 0 (non-inhibitor). (4) The molecule is Cc1ccc(C(=O)Nc2cc3c(oc2=O)CCCC3=O)cc1. The result is 0 (non-inhibitor). (5) The compound is CC(NC(=O)OCc1ccccc1)C(=O)NCC1CCCO1. The result is 0 (non-inhibitor). (6) The drug is COC(=O)c1cc(NS(=O)(=O)c2ccc(N3CCCCC3)c([N+](=O)[O-])c2)cc(C(=O)OC)c1. The result is 1 (inhibitor).